From a dataset of Catalyst prediction with 721,799 reactions and 888 catalyst types from USPTO. Predict which catalyst facilitates the given reaction. (1) Reactant: [NH2:1][CH2:2][C:3]1([CH2:7][O:8][C:9]2[CH:14]=[CH:13][C:12]([C:15]3[CH:16]=[CH:17][C:18]4[N:19]([C:21]([C:24]5[CH:25]=[C:26]([C:31]([F:34])([F:33])[F:32])[C:27]([NH2:30])=[N:28][CH:29]=5)=[CH:22][N:23]=4)[N:20]=3)=[CH:11][CH:10]=2)[CH2:6][O:5][CH2:4]1.C(=O)([O-])[O-].[K+].[K+].[CH:41]1([C:44](Cl)=[O:45])[CH2:43][CH2:42]1. Product: [NH2:30][C:27]1[N:28]=[CH:29][C:24]([C:21]2[N:19]3[N:20]=[C:15]([C:12]4[CH:13]=[CH:14][C:9]([O:8][CH2:7][C:3]5([CH2:2][NH:1][C:44]([CH:41]6[CH2:43][CH2:42]6)=[O:45])[CH2:6][O:5][CH2:4]5)=[CH:10][CH:11]=4)[CH:16]=[CH:17][C:18]3=[N:23][CH:22]=2)=[CH:25][C:26]=1[C:31]([F:33])([F:32])[F:34]. The catalyst class is: 10. (2) The catalyst class is: 7. Reactant: [NH2:1][C:2]1[CH:3]=[C:4]([CH:9]=[C:10]([NH2:12])[CH:11]=1)[C:5]([O:7][CH3:8])=[O:6].C(N([CH2:18][CH3:19])CC)C.[CH2:20]([CH:30]([CH2:34][CH2:35][CH2:36][CH2:37][CH2:38][CH2:39][CH2:40][CH2:41][CH2:42][CH2:43][CH2:44][CH3:45])[C:31](Cl)=[O:32])[CH2:21][CH2:22][CH2:23][CH2:24][CH2:25][CH2:26][CH2:27][CH2:28][CH3:29]. Product: [CH2:34]([CH:30]([CH2:20][CH2:21][CH2:22][CH2:23][CH2:24][CH2:25][CH2:26][CH2:27][CH2:28][CH2:29][CH2:18][CH3:19])[C:31]([NH:1][C:2]1[CH:3]=[C:4]([CH:9]=[C:10]([NH:12][C:31](=[O:32])[CH:30]([CH2:20][CH2:21][CH2:22][CH2:23][CH2:24][CH2:25][CH2:26][CH2:27][CH2:28][CH3:29])[CH2:34][CH2:35][CH2:36][CH2:37][CH2:38][CH2:39][CH2:40][CH2:41][CH2:42][CH2:43][CH2:44][CH3:45])[CH:11]=1)[C:5]([O:7][CH3:8])=[O:6])=[O:32])[CH2:35][CH2:36][CH2:37][CH2:38][CH2:39][CH2:40][CH2:41][CH2:42][CH3:43]. (3) Reactant: [N:1]1([CH2:6][CH2:7][NH:8][C:9]([C:11]2[S:15][C:14]([C:16]([O:18]C)=O)=[CH:13][CH:12]=2)=[O:10])[CH2:5][CH2:4][CH2:3][CH2:2]1.O.[NH2:21][NH2:22]. Product: [N:1]1([CH2:6][CH2:7][NH:8][C:9]([C:11]2[S:15][C:14]([C:16]([NH:21][NH2:22])=[O:18])=[CH:13][CH:12]=2)=[O:10])[CH2:5][CH2:4][CH2:3][CH2:2]1. The catalyst class is: 8. (4) Product: [NH:1]([C:14]([O:16][CH2:17][C:18]1[CH:23]=[CH:22][CH:21]=[CH:20][CH:19]=1)=[O:15])[C@H:2]([C:11]([OH:13])=[O:12])[CH2:3][C:4](=[O:10])[O:5][C:6]([CH3:9])([CH3:8])[CH3:7].[C:24]1([CH2:34][C@@H:35]([C:37]([OH:39])=[O:38])[NH2:36])[C:33]2[C:28](=[CH:29][CH:30]=[CH:31][CH:32]=2)[CH:27]=[CH:26][CH:25]=1.[NH2:40][C@H:41]([C:45]([OH:47])=[O:46])[CH:42]([CH3:44])[CH3:43]. The catalyst class is: 176. Reactant: [NH:1]([C:14]([O:16][CH2:17][C:18]1[CH:23]=[CH:22][CH:21]=[CH:20][CH:19]=1)=[O:15])[C@H:2]([C:11]([OH:13])=[O:12])[CH2:3][C:4](=[O:10])[O:5][C:6]([CH3:9])([CH3:8])[CH3:7].[C:24]1([CH2:34][C@@H:35]([C:37]([OH:39])=[O:38])[NH2:36])[C:33]2[C:28](=[CH:29][CH:30]=[CH:31][CH:32]=2)[CH:27]=[CH:26][CH:25]=1.[NH2:40][C@H:41]([C:45]([O:47]CC=C)=[O:46])[CH:42]([CH3:44])[CH3:43].N1CCOCC1. (5) Reactant: [OH-].[Na+].F[C:4]1[CH:9]=[C:8]([C:10]2[C:15]([CH3:16])=[CH:14][N:13]=[C:12]([O:17][CH3:18])[C:11]=2[CH3:19])[CH:7]=[CH:6][C:5]=1[C:20]1[N:24]([C@H:25]2[CH2:29][CH2:28][O:27][CH2:26]2)[N:23]=[CH:22][C:21]=1[C:30]([NH2:32])=[O:31].O.C(O)(=O)C. Product: [CH3:18][O:17][C:12]1[C:11]([CH3:19])=[C:10]([C:8]2[CH:9]=[CH:4][C:5]3[C:20]4[N:24]([C@H:25]5[CH2:29][CH2:28][O:27][CH2:26]5)[N:23]=[CH:22][C:21]=4[C:30](=[O:31])[NH:32][C:6]=3[CH:7]=2)[C:15]([CH3:16])=[CH:14][N:13]=1. The catalyst class is: 16. (6) Reactant: Cl[C:2]1[N:7]=[C:6]([Cl:8])[N:5]=[C:4]([N:9]2[CH2:14][CH2:13][CH:12]([C:15]([O:17][CH2:18][CH3:19])=[O:16])[CH2:11][CH2:10]2)[N:3]=1.CN.[CH:22]([N:25](C(C)C)CC)(C)C. Product: [Cl:8][C:6]1[N:7]=[C:2]([NH:25][CH3:22])[N:3]=[C:4]([N:9]2[CH2:14][CH2:13][CH:12]([C:15]([O:17][CH2:18][CH3:19])=[O:16])[CH2:11][CH2:10]2)[N:5]=1. The catalyst class is: 4. (7) Reactant: [Cl:1][C:2]1[C:3]([C:22]2[S:26][C:25]([C:27]3([OH:31])[CH2:30][CH2:29][CH2:28]3)=[N:24][CH:23]=2)=[C:4]2[CH:10]=[C:9](I)[N:8](S(C3C=CC(C)=CC=3)(=O)=O)[C:5]2=[N:6][CH:7]=1.[C:32]([C:34]1[CH:35]=[C:36](B(O)O)[CH:37]=[CH:38][CH:39]=1)#[N:33].C(=O)(O)[O-].[Mg].[Cl-].[NH4+]. Product: [Cl:1][C:2]1[C:3]([C:22]2[S:26][C:25]([C:27]3([OH:31])[CH2:28][CH2:29][CH2:30]3)=[N:24][CH:23]=2)=[C:4]2[CH:10]=[C:9]([C:38]3[CH:39]=[C:34]([CH:35]=[CH:36][CH:37]=3)[C:32]#[N:33])[NH:8][C:5]2=[N:6][CH:7]=1. The catalyst class is: 558. (8) Reactant: [Li]CCCC.Br[C:7]1[C:15]2[C:14]([Cl:16])=[N:13][CH:12]=[N:11][C:10]=2[N:9]([Si](C(C)C)(C(C)C)C(C)C)[CH:8]=1.[Br:27][C:28]1[CH:29]=[N:30][CH:31]=[C:32]([CH:36]=1)[C:33](Cl)=[O:34].CC(O)C. Product: [Br:27][C:28]1[CH:36]=[C:32]([C:33]([C:7]2[C:15]3[C:14]([Cl:16])=[N:13][CH:12]=[N:11][C:10]=3[NH:9][CH:8]=2)=[O:34])[CH:31]=[N:30][CH:29]=1. The catalyst class is: 28. (9) Product: [Cl:1][C:2]1[CH:7]=[CH:6][CH:5]=[C:4]([F:8])[C:3]=1[C:9]1[N:13]=[C:12]([C:14]2[CH:18]=[C:17]([C:19]3[CH:20]=[CH:21][C:22]([O:25][C:26]([F:29])([F:28])[F:27])=[CH:23][CH:24]=3)[S:16][C:15]=2[Br:31])[N:11]([CH3:30])[N:10]=1. Reactant: [Cl:1][C:2]1[CH:7]=[CH:6][CH:5]=[C:4]([F:8])[C:3]=1[C:9]1[N:13]=[C:12]([C:14]2[CH:18]=[C:17]([C:19]3[CH:24]=[CH:23][C:22]([O:25][C:26]([F:29])([F:28])[F:27])=[CH:21][CH:20]=3)[S:16][CH:15]=2)[N:11]([CH3:30])[N:10]=1.[Br:31]Br.O. The catalyst class is: 15. (10) Reactant: [NH2:1][C:2]1[CH:12]=[CH:11][C:5]([C:6]([O:8][CH2:9][CH3:10])=[O:7])=[CH:4][CH:3]=1.C(N=C=NC(C)C)(C)C.[Cl:22][C:23]1[CH:24]=[CH:25][C:26]([C:44]#[N:45])=[C:27]([C:29]2[C:34]([O:35][CH3:36])=[CH:33][N:32]([CH:37]([CH2:41][CH3:42])[C:38](O)=[O:39])[C:31](=[O:43])[CH:30]=2)[CH:28]=1.C(OC)(C)(C)C. Product: [Cl:22][C:23]1[CH:24]=[CH:25][C:26]([C:44]#[N:45])=[C:27]([C:29]2[C:34]([O:35][CH3:36])=[CH:33][N:32]([CH:37]([CH2:41][CH3:42])[C:38]([NH:1][C:2]3[CH:3]=[CH:4][C:5]([C:6]([O:8][CH2:9][CH3:10])=[O:7])=[CH:11][CH:12]=3)=[O:39])[C:31](=[O:43])[CH:30]=2)[CH:28]=1. The catalyst class is: 35.